Task: Predict which catalyst facilitates the given reaction.. Dataset: Catalyst prediction with 721,799 reactions and 888 catalyst types from USPTO (1) Reactant: [CH3:1][O:2][C:3](=[O:19])[NH:4][C:5]1([C:10]2[CH:15]=[CH:14][C:13]([N+:16]([O-])=O)=[CH:12][CH:11]=2)[CH2:9][CH2:8][CH2:7][CH2:6]1. Product: [CH3:1][O:2][C:3](=[O:19])[NH:4][C:5]1([C:10]2[CH:11]=[CH:12][C:13]([NH2:16])=[CH:14][CH:15]=2)[CH2:6][CH2:7][CH2:8][CH2:9]1. The catalyst class is: 19. (2) Reactant: [Si]([O:8][C@@H:9]1[CH2:13][CH2:12][CH2:11][C@H:10]1[O:14][C:15]1[CH:24]=[C:23]2[C:18]([CH:19]=[CH:20][C:21]([CH3:25])=[N:22]2)=[CH:17][CH:16]=1)(C(C)(C)C)(C)C.CCCC[N+](CCCC)(CCCC)CCCC.[F-].[NH4+].[Cl-]. Product: [CH3:25][C:21]1[CH:20]=[CH:19][C:18]2[C:23](=[CH:24][C:15]([O:14][C@@H:10]3[CH2:11][CH2:12][CH2:13][C@H:9]3[OH:8])=[CH:16][CH:17]=2)[N:22]=1. The catalyst class is: 1. (3) Reactant: C[O:2][C:3]([C:5]1[S:14][C:8]2=[N:9][C:10]([CH3:13])=[CH:11][CH:12]=[C:7]2[C:6]=1[O:15][CH2:16][C:17]([O:19]C(C)(C)C)=[O:18])=[O:4].[Li+].[OH-]. Product: [C:17]([CH2:16][O:15][C:6]1[C:7]2[C:8](=[N:9][C:10]([CH3:13])=[CH:11][CH:12]=2)[S:14][C:5]=1[C:3]([OH:4])=[O:2])([OH:19])=[O:18]. The catalyst class is: 20. (4) Reactant: [C:1]1([C:7]2[C:8]([C:12]([OH:14])=O)=[CH:9][NH:10][CH:11]=2)[CH:6]=[CH:5][CH:4]=[CH:3][CH:2]=1.[Cl:15][C:16]1[CH:17]=[C:18]([N:22]2[CH2:27][CH2:26][NH:25][CH2:24][CH2:23]2)[CH:19]=[CH:20][CH:21]=1.Cl.CN(C)CCCN=C=NCC.O.ON1C2C=CC=CC=2N=N1. Product: [Cl:15][C:16]1[CH:17]=[C:18]([N:22]2[CH2:27][CH2:26][N:25]([C:12]([C:8]3[C:7]([C:1]4[CH:2]=[CH:3][CH:4]=[CH:5][CH:6]=4)=[CH:11][NH:10][CH:9]=3)=[O:14])[CH2:24][CH2:23]2)[CH:19]=[CH:20][CH:21]=1. The catalyst class is: 4. (5) Reactant: Cl.[N:2]1[CH:7]=[CH:6][C:5]([N:8]2[CH2:29][CH2:28][C:11]3([CH2:16][CH2:15][N:14]([C:17]([C:19]4[S:27][C:26]5[CH2:25][CH2:24][NH:23][CH2:22][C:21]=5[CH:20]=4)=[O:18])[CH2:13][CH2:12]3)[CH2:10][CH2:9]2)=[CH:4][CH:3]=1.C(N(CC)CC)C.[CH3:37][O:38][C:39]1[CH:44]=[C:43]([CH3:45])[C:42]([S:46](Cl)(=[O:48])=[O:47])=[C:41]([CH3:50])[CH:40]=1.C(=O)([O-])O.[Na+]. Product: [CH3:37][O:38][C:39]1[CH:40]=[C:41]([CH3:50])[C:42]([S:46]([N:23]2[CH2:24][CH2:25][C:26]3[S:27][C:19]([C:17]([N:14]4[CH2:15][CH2:16][C:11]5([CH2:28][CH2:29][N:8]([C:5]6[CH:6]=[CH:7][N:2]=[CH:3][CH:4]=6)[CH2:9][CH2:10]5)[CH2:12][CH2:13]4)=[O:18])=[CH:20][C:21]=3[CH2:22]2)(=[O:47])=[O:48])=[C:43]([CH3:45])[CH:44]=1. The catalyst class is: 4. (6) Reactant: [Br:1][C:2]1[CH:8]=[CH:7][CH:6]=[C:5]([CH2:9][C:10]2[N:15]=[C:14]([O:16][CH3:17])[N:13]=[C:12]([O:18][CH3:19])[N:11]=2)[C:3]=1[NH2:4].N1C=CC=CC=1.[F:26][CH:27]([F:32])[S:28](Cl)(=[O:30])=[O:29].O. Product: [Br:1][C:2]1[CH:8]=[CH:7][CH:6]=[C:5]([CH2:9][C:10]2[N:11]=[C:12]([O:18][CH3:19])[N:13]=[C:14]([O:16][CH3:17])[N:15]=2)[C:3]=1[NH:4][S:28]([CH:27]([F:32])[F:26])(=[O:30])=[O:29]. The catalyst class is: 2.